This data is from Full USPTO retrosynthesis dataset with 1.9M reactions from patents (1976-2016). The task is: Predict the reactants needed to synthesize the given product. (1) The reactants are: [NH2:1][C:2]1[CH:10]=[C:9]([Cl:11])[CH:8]=[CH:7][C:3]=1[C:4]([NH2:6])=[O:5].[CH2:12](OC(OCC)OCC)C.O1CCOCC1.C([O-])(O)=O.[Na+]. Given the product [Cl:11][C:9]1[CH:10]=[C:2]2[C:3]([C:4](=[O:5])[NH:6][CH:12]=[N:1]2)=[CH:7][CH:8]=1, predict the reactants needed to synthesize it. (2) Given the product [ClH:22].[Cl:22][C:13]1[CH:14]=[CH:15][CH:16]=[C:17]([C:18]([F:21])([F:20])[F:19])[C:12]=1[N:11]=[C:9]1[NH:8][C@@H:3]2[CH2:4][CH2:5][CH2:6][CH2:7][C@H:2]2[NH:1]1, predict the reactants needed to synthesize it. The reactants are: [NH2:1][C@@H:2]1[CH2:7][CH2:6][CH2:5][CH2:4][C@H:3]1[NH:8][C:9]([NH:11][C:12]1[C:17]([C:18]([F:21])([F:20])[F:19])=[CH:16][CH:15]=[CH:14][C:13]=1[Cl:22])=O.